From a dataset of Catalyst prediction with 721,799 reactions and 888 catalyst types from USPTO. Predict which catalyst facilitates the given reaction. (1) Reactant: [Cl:1][C:2]1[CH:3]=[C:4]([S:33]([NH2:36])(=[O:35])=[O:34])[CH:5]=[CH:6][C:7]=1[CH2:8][S:9][C:10]1[N:11]([C:26]2[CH:31]=[CH:30][C:29]([F:32])=[CH:28][CH:27]=2)[C:12]([C:15]([C:18]2[CH:23]=[CH:22][C:21]([Cl:24])=[C:20]([Cl:25])[CH:19]=2)([CH3:17])[CH3:16])=[CH:13][N:14]=1.[OH-].[Na+].[N:39]1([NH:44][C:45](=[O:53])[O:46][C:47]2[CH:52]=[CH:51][CH:50]=[CH:49][CH:48]=2)[CH2:43][CH2:42][CH2:41][CH2:40]1.C1(OC(Cl)=O)C=CC=CC=1.NN1CCCC1.Cl. Product: [N:39]1([NH:44][C:45](=[O:53])[O:46][C:47]2[CH:48]=[CH:49][CH:50]=[CH:51][CH:52]=2)[CH2:40][CH2:41][CH2:42][CH2:43]1.[Cl:1][C:2]1[CH:3]=[C:4]([S:33]([NH:36][C:45](=[O:46])[NH:44][N:39]2[CH2:43][CH2:42][CH2:41][CH2:40]2)(=[O:35])=[O:34])[CH:5]=[CH:6][C:7]=1[CH2:8][S:9][C:10]1[N:11]([C:26]2[CH:31]=[CH:30][C:29]([F:32])=[CH:28][CH:27]=2)[C:12]([C:15]([C:18]2[CH:23]=[CH:22][C:21]([Cl:24])=[C:20]([Cl:25])[CH:19]=2)([CH3:17])[CH3:16])=[CH:13][N:14]=1. The catalyst class is: 475. (2) Reactant: [O:1]=[C:2]1[C@H:13]([CH2:14][C:15]([OH:17])=O)[CH2:12][CH:11]=[CH:10][CH2:9][CH2:8][C:7](=[O:18])[O:6][C@H:5]([C:19]2[CH:24]=[CH:23][CH:22]=[CH:21][CH:20]=2)[CH2:4][NH:3]1.[Cl:25][C:26]1[CH:31]=[CH:30][C:29]([CH2:32][NH2:33])=[CH:28][N:27]=1. Product: [Cl:25][C:26]1[N:27]=[CH:28][C:29]([CH2:32][NH:33][C:15](=[O:17])[CH2:14][C@@H:13]2[CH2:12][CH:11]=[CH:10][CH2:9][CH2:8][C:7](=[O:18])[O:6][C@H:5]([C:19]3[CH:24]=[CH:23][CH:22]=[CH:21][CH:20]=3)[CH2:4][NH:3][C:2]2=[O:1])=[CH:30][CH:31]=1. The catalyst class is: 2.